This data is from Peptide-MHC class II binding affinity with 134,281 pairs from IEDB. The task is: Regression. Given a peptide amino acid sequence and an MHC pseudo amino acid sequence, predict their binding affinity value. This is MHC class II binding data. (1) The peptide sequence is DSTVIRNLKNAGLIV. The MHC is DRB1_1501 with pseudo-sequence DRB1_1501. The binding affinity (normalized) is 0.392. (2) The peptide sequence is LQIIDKIDAAFKVAA. The MHC is HLA-DQA10104-DQB10503 with pseudo-sequence HLA-DQA10104-DQB10503. The binding affinity (normalized) is 0.113. (3) The peptide sequence is TPFPHRKGVLFNIQYVNYWF. The MHC is DRB1_1101 with pseudo-sequence DRB1_1101. The binding affinity (normalized) is 0.288. (4) The peptide sequence is HVCWLEASMLLDNME. The MHC is HLA-DQA10501-DQB10302 with pseudo-sequence HLA-DQA10501-DQB10302. The binding affinity (normalized) is 0.666. (5) The peptide sequence is GMNPSHCNEMSWIQS. The MHC is DRB1_0701 with pseudo-sequence DRB1_0701. The binding affinity (normalized) is 0.122. (6) The peptide sequence is GELQIVDKIDAAFNI. The MHC is DRB1_0101 with pseudo-sequence DRB1_0101. The binding affinity (normalized) is 0.569.